This data is from Full USPTO retrosynthesis dataset with 1.9M reactions from patents (1976-2016). The task is: Predict the reactants needed to synthesize the given product. (1) The reactants are: [Cl:1][C:2]1[C:11]2[C:6](=[CH:7][CH:8]=[C:9]([CH:12]([CH:14]3[CH2:19][CH2:18][NH:17][CH2:16][CH2:15]3)[OH:13])[CH:10]=2)[N:5]=[C:4]([O:20][CH3:21])[C:3]=1[CH2:22][C:23]1[CH:28]=[CH:27][C:26]([C:29]([F:32])([F:31])[F:30])=[CH:25][CH:24]=1.CCN(CC)CC.[C:40](OC(=O)C)(=[O:42])[CH3:41]. Given the product [C:40]([N:17]1[CH2:18][CH2:19][CH:14]([CH:12]([C:9]2[CH:10]=[C:11]3[C:6](=[CH:7][CH:8]=2)[N:5]=[C:4]([O:20][CH3:21])[C:3]([CH2:22][C:23]2[CH:24]=[CH:25][C:26]([C:29]([F:30])([F:32])[F:31])=[CH:27][CH:28]=2)=[C:2]3[Cl:1])[OH:13])[CH2:15][CH2:16]1)(=[O:42])[CH3:41], predict the reactants needed to synthesize it. (2) The reactants are: [NH2:1][C:2]1[CH:7]=[CH:6][CH:5]=[CH:4][N:3]=1.Br[CH2:9][C:10](=O)[C:11]([O:13][CH2:14][CH3:15])=[O:12]. Given the product [CH2:14]([O:13][C:11]([C:10]1[N:1]=[C:2]2[CH:7]=[CH:6][CH:5]=[CH:4][N:3]2[CH:9]=1)=[O:12])[CH3:15], predict the reactants needed to synthesize it. (3) Given the product [F:3][C:4]([F:33])([F:34])[O:5][C:6]1[CH:7]=[CH:8][C:9]([C:12]2[CH:17]=[CH:16][C:15]([N:18]3[CH2:19][CH2:20][N:21]([C:24]([O:26][CH2:27][C:28]([NH:2][CH3:1])=[O:30])=[O:25])[CH2:22][CH2:23]3)=[CH:14][CH:13]=2)=[CH:10][CH:11]=1, predict the reactants needed to synthesize it. The reactants are: [CH3:1][NH2:2].[F:3][C:4]([F:34])([F:33])[O:5][C:6]1[CH:11]=[CH:10][C:9]([C:12]2[CH:17]=[CH:16][C:15]([N:18]3[CH2:23][CH2:22][N:21]([C:24]([O:26][CH2:27][C:28]([O:30]CC)=O)=[O:25])[CH2:20][CH2:19]3)=[CH:14][CH:13]=2)=[CH:8][CH:7]=1. (4) Given the product [NH2:18][CH2:17][C@@H:8]([CH2:9][C@H:10]([CH3:16])[CH2:11][CH2:12][CH2:13][CH2:14][CH3:15])[CH2:7][C:6]([OH:19])=[O:5], predict the reactants needed to synthesize it. The reactants are: C([O:5][C:6](=[O:19])[CH2:7][C@@H:8]([CH2:17][NH2:18])[CH2:9][C@H:10]([CH3:16])[CH2:11][CH2:12][CH2:13][CH2:14][CH3:15])(C)(C)C.